Dataset: Ames mutagenicity test results for genotoxicity prediction. Task: Regression/Classification. Given a drug SMILES string, predict its toxicity properties. Task type varies by dataset: regression for continuous values (e.g., LD50, hERG inhibition percentage) or binary classification for toxic/non-toxic outcomes (e.g., AMES mutagenicity, cardiotoxicity, hepatotoxicity). Dataset: ames. (1) The drug is Nc1nc(O)nc2c1ncn2C1OC(CO)C(O)C1O. The result is 0 (non-mutagenic). (2) The drug is CCc1cc(-c2ccccc2)cc(CC)c1N. The result is 0 (non-mutagenic). (3) The molecule is NC(=O)CNC(=O)N(CCCl)N=O. The result is 1 (mutagenic). (4) The molecule is Cc1cccc(N)c1C. The result is 1 (mutagenic). (5) The drug is CCC=O. The result is 0 (non-mutagenic). (6) The molecule is O=C(NO)c1ccccc1O. The result is 1 (mutagenic). (7) The compound is Cn1cc2ccc([N+](=O)[O-])cc2n1. The result is 1 (mutagenic). (8) The compound is CCCCC/C(C=O)=C/c1ccccc1. The result is 0 (non-mutagenic). (9) The drug is NCCCN1CCN(CCCN)CC1. The result is 0 (non-mutagenic). (10) The molecule is CCCOc1ccc(N)cc1N. The result is 1 (mutagenic).